The task is: Regression/Classification. Given a drug SMILES string, predict its absorption, distribution, metabolism, or excretion properties. Task type varies by dataset: regression for continuous measurements (e.g., permeability, clearance, half-life) or binary classification for categorical outcomes (e.g., BBB penetration, CYP inhibition). Dataset: cyp1a2_veith.. This data is from CYP1A2 inhibition data for predicting drug metabolism from PubChem BioAssay. The molecule is CC1CCC(O)([C@](C)(C(=O)O)c2ccccc2)CC1. The result is 0 (non-inhibitor).